This data is from Full USPTO retrosynthesis dataset with 1.9M reactions from patents (1976-2016). The task is: Predict the reactants needed to synthesize the given product. (1) Given the product [C:43]([NH:38][S:37]([C:32]1[CH:33]=[CH:34][CH:35]=[CH:36][C:31]=1[C:28]1[CH:29]=[CH:30][C:25]([CH2:24][N:20]2[C:21]3[C:17](=[CH:16][C:15]([C:13]([NH:12][C@H:10]([C:6]4[CH:7]=[CH:8][CH:9]=[C:4]([CH:1]([CH3:3])[CH3:2])[CH:5]=4)[CH3:11])=[O:14])=[CH:23][CH:22]=3)[C:18]([CH3:42])=[C:19]2[CH3:41])=[CH:26][CH:27]=1)(=[O:39])=[O:40])(=[O:45])[CH3:44], predict the reactants needed to synthesize it. The reactants are: [CH:1]([C:4]1[CH:5]=[C:6]([C@@H:10]([NH:12][C:13]([C:15]2[CH:16]=[C:17]3[C:21](=[CH:22][CH:23]=2)[N:20]([CH2:24][C:25]2[CH:30]=[CH:29][C:28]([C:31]4[CH:36]=[CH:35][CH:34]=[CH:33][C:32]=4[S:37](=[O:40])(=[O:39])[NH2:38])=[CH:27][CH:26]=2)[C:19]([CH3:41])=[C:18]3[CH3:42])=[O:14])[CH3:11])[CH:7]=[CH:8][CH:9]=1)([CH3:3])[CH3:2].[C:43](Cl)(=[O:45])[CH3:44]. (2) Given the product [F:1][C:2]1[CH:14]=[C:13]([CH:12]=[CH:11][C:3]=1[CH2:4][N:5]1[CH2:10][CH2:9][O:8][CH2:7][CH2:6]1)[NH2:15], predict the reactants needed to synthesize it. The reactants are: [F:1][C:2]1[CH:14]=[C:13]([N+:15]([O-])=O)[CH:12]=[CH:11][C:3]=1[CH2:4][N:5]1[CH2:10][CH2:9][O:8][CH2:7][CH2:6]1. (3) Given the product [CH2:1]([O:8][C:9]1[CH:10]=[C:11]([CH:14]=[CH:15][CH:16]=1)[CH2:12][N:28]1[CH2:27][CH2:26][N:25]([C:23]([O:22][C:18]([CH3:21])([CH3:20])[CH3:19])=[O:24])[CH2:30][CH2:29]1)[C:2]1[CH:7]=[CH:6][CH:5]=[CH:4][CH:3]=1, predict the reactants needed to synthesize it. The reactants are: [CH2:1]([O:8][C:9]1[CH:10]=[C:11]([CH:14]=[CH:15][CH:16]=1)[CH:12]=O)[C:2]1[CH:7]=[CH:6][CH:5]=[CH:4][CH:3]=1.Cl.[C:18]([O:22][C:23]([N:25]1[CH2:30][CH2:29][NH:28][CH2:27][CH2:26]1)=[O:24])([CH3:21])([CH3:20])[CH3:19].[BH-](OC(C)=O)(OC(C)=O)OC(C)=O.[Na+].[OH-].[Na+]. (4) Given the product [P:6]([O:13][CH2:14][CH2:15][NH:16][CH2:27][CH3:28])([O:5][C:1]([CH3:2])([CH3:3])[CH3:4])([O:8][C:9]([CH3:10])([CH3:11])[CH3:12])=[O:7], predict the reactants needed to synthesize it. The reactants are: [C:1]([O:5][P:6]([O:13][CH2:14][CH2:15][N:16]([CH2:27][CH3:28])C(=O)OCC1C=CC=CC=1)([O:8][C:9]([CH3:12])([CH3:11])[CH3:10])=[O:7])([CH3:4])([CH3:3])[CH3:2]. (5) Given the product [CH:13]1([C:9]2[CH:8]=[C:7]([C:16]([O:18][CH3:19])=[O:17])[C:6](=[O:20])[N:5]3[C:10]=2[C:11]([CH3:12])=[C:2]([C:23]2[CH:22]=[N:21][CH:26]=[CH:25][CH:24]=2)[CH:3]=[CH:4]3)[CH2:15][CH2:14]1, predict the reactants needed to synthesize it. The reactants are: Cl[C:2]1[CH:3]=[CH:4][N:5]2[C:10]([C:11]=1[CH3:12])=[C:9]([CH:13]1[CH2:15][CH2:14]1)[CH:8]=[C:7]([C:16]([O:18][CH3:19])=[O:17])[C:6]2=[O:20].[N:21]1[CH:26]=[CH:25][CH:24]=[C:23](B(O)O)[CH:22]=1. (6) Given the product [Cl:23][C:21]1[C:20]2[NH:19][N:18]=[CH:17][C:16]=2[C:15]2[CH2:24][N:25]([CH2:28][C:29]([F:31])([F:30])[F:32])[C:26](=[O:27])[C@H:12]([NH:11][C:34]([N:57]3[CH2:58][CH2:59][CH:60]([N:63]4[C:71]5[C:66](=[N:67][CH:68]=[CH:69][CH:70]=5)[NH:65][C:64]4=[O:72])[CH2:61][CH2:62]3)=[O:35])[CH2:13][C:14]=2[CH:22]=1, predict the reactants needed to synthesize it. The reactants are: CS(O)(=O)=O.CS(O)(=O)=O.[NH2:11][C@H:12]1[C:26](=[O:27])[N:25]([CH2:28][C:29]([F:32])([F:31])[F:30])[CH2:24][C:15]2[C:16]3[CH:17]=[N:18][NH:19][C:20]=3[C:21]([Cl:23])=[CH:22][C:14]=2[CH2:13]1.Cl[C:34](OC1C=CC([N+]([O-])=O)=CC=1)=[O:35].C(N(CC)C(C)C)(C)C.Cl.Cl.[NH:57]1[CH2:62][CH2:61][CH:60]([N:63]2[C:71]3[C:66](=[N:67][CH:68]=[CH:69][CH:70]=3)[NH:65][C:64]2=[O:72])[CH2:59][CH2:58]1.C([O-])(O)=O.[Na+]. (7) Given the product [NH2:14][C:5]1[CH:4]=[C:3]([C:1]#[N:2])[CH:8]=[CH:7][C:6]=1[CH2:9][C:10]([O:12][CH3:13])=[O:11], predict the reactants needed to synthesize it. The reactants are: [C:1]([C:3]1[CH:8]=[CH:7][C:6]([CH2:9][C:10]([O:12][CH3:13])=[O:11])=[C:5]([N+:14]([O-])=O)[CH:4]=1)#[N:2].S([O-])([O-])(=O)=O.[Mg+2]. (8) Given the product [O:51]=[S:49]1(=[O:50])[NH:48][C:47](=[O:52])[CH2:46][N:45]1[C:41]1[CH:40]=[C:39]([NH:38][C:22]([C:19]2[CH:18]=[CH:17][C:16]([C:13]3[CH:12]=[CH:11][C:10]([O:9][CH2:1][CH2:2][CH2:3][CH2:4][CH2:5][CH2:6][CH2:7][CH3:8])=[CH:15][CH:14]=3)=[CH:21][CH:20]=2)=[O:24])[CH:44]=[CH:43][CH:42]=1, predict the reactants needed to synthesize it. The reactants are: [CH2:1]([O:9][C:10]1[CH:15]=[CH:14][C:13]([C:16]2[CH:21]=[CH:20][C:19]([C:22]([OH:24])=O)=[CH:18][CH:17]=2)=[CH:12][CH:11]=1)[CH2:2][CH2:3][CH2:4][CH2:5][CH2:6][CH2:7][CH3:8].C(Cl)CCl.CCN(C(C)C)C(C)C.[NH2:38][C:39]1[CH:40]=[C:41]([N:45]2[S:49](=[O:51])(=[O:50])[NH:48][C:47](=[O:52])[CH2:46]2)[CH:42]=[CH:43][CH:44]=1.C1C=NC2N(O)N=NC=2C=1. (9) Given the product [CH3:1][NH:2][C:3]([C:5]1[CH:10]=[C:9]([O:11][C:12]2[CH:13]=[CH:14][C:15]3[O:19][C@@H:18]4[C@@H:20]([C:21]([OH:23])=[O:22])[C@@H:17]4[C:16]=3[CH:26]=2)[CH:8]=[CH:7][N:6]=1)=[O:4], predict the reactants needed to synthesize it. The reactants are: [CH3:1][NH:2][C:3]([C:5]1[CH:10]=[C:9]([O:11][C:12]2[CH:13]=[CH:14][C:15]3[O:19][C@@H:18]4[C@@H:20]([C:21]([O:23]CC)=[O:22])[C@@H:17]4[C:16]=3[CH:26]=2)[CH:8]=[CH:7][N:6]=1)=[O:4].[OH-].[Na+]. (10) Given the product [CH3:8][C:7]1[C:2]([C:12]2[CH:17]=[CH:16][CH:15]=[CH:14][CH:13]=2)=[N:3][CH:4]=[C:5]([N+:9]([O-:11])=[O:10])[CH:6]=1, predict the reactants needed to synthesize it. The reactants are: Br[C:2]1[C:7]([CH3:8])=[CH:6][C:5]([N+:9]([O-:11])=[O:10])=[CH:4][N:3]=1.[C:12]1(B(O)O)[CH:17]=[CH:16][CH:15]=[CH:14][CH:13]=1.C(Cl)Cl.C([O-])([O-])=O.[Cs+].[Cs+].